From a dataset of Full USPTO retrosynthesis dataset with 1.9M reactions from patents (1976-2016). Predict the reactants needed to synthesize the given product. Given the product [Cl:37][C:38]1[CH:39]=[CH:40][C:41]([C:44]2[N:45]=[C:46]3[CH:51]=[CH:50][C:49]([C:52]([NH:36][CH2:35][CH2:34][O:33][CH3:32])=[O:53])=[CH:48][N:47]3[C:55]=2[CH2:56][OH:57])=[CH:42][CH:43]=1, predict the reactants needed to synthesize it. The reactants are: CN(C(ON1N=NC2C=CC=CC1=2)=[N+](C)C)C.[B-](F)(F)(F)F.C(N(C(C)C)CC)(C)C.[CH3:32][O:33][CH2:34][CH2:35][NH2:36].[Cl:37][C:38]1[CH:43]=[CH:42][C:41]([C:44]2[N:45]=[C:46]3[CH:51]=[CH:50][C:49]([C:52]([O-])=[O:53])=[CH:48][N:47]3[C:55]=2[CH2:56][OH:57])=[CH:40][CH:39]=1.[Na+].